Dataset: Full USPTO retrosynthesis dataset with 1.9M reactions from patents (1976-2016). Task: Predict the reactants needed to synthesize the given product. (1) Given the product [Br:1][C:2]1[C:3]([O:12][C:13]2[CH:18]=[CH:17][CH:16]=[C:15]([C:19]([F:21])([F:22])[F:20])[CH:14]=2)=[N:4][CH:5]=[C:6]([CH:11]=1)[C:7]([OH:9])=[O:8], predict the reactants needed to synthesize it. The reactants are: [Br:1][C:2]1[C:3]([O:12][C:13]2[CH:18]=[CH:17][CH:16]=[C:15]([C:19]([F:22])([F:21])[F:20])[CH:14]=2)=[N:4][CH:5]=[C:6]([CH:11]=1)[C:7]([O:9]C)=[O:8].[Li+].[OH-]. (2) Given the product [CH2:1]([C@H:3]1[C:8]2[CH:58]=[N:54][NH:55][C:7]=2[CH2:6][C@@H:5]([CH2:10][CH3:11])[N:4]1[S:12]([C:15]1[CH:20]=[CH:19][CH:18]=[CH:17][N:16]=1)(=[O:14])=[O:13])[CH3:2], predict the reactants needed to synthesize it. The reactants are: [CH2:1]([CH:3]1[CH2:8][C:7](=O)[CH2:6][CH:5]([CH2:10][CH3:11])[N:4]1[S:12]([C:15]1[CH:20]=[CH:19][CH:18]=[CH:17][N:16]=1)(=[O:14])=[O:13])[CH3:2].C([C@H]1N[C@@H](CC)CC2(OCCO2)C1)C.Cl.N1C=CC=CC=1S(Cl)(=O)=O.CN(C(OC)OC)C.[NH:54]1[CH:58]=CC=[N:55]1.O.NN. (3) Given the product [NH2:21][C:10]1[N:11]=[C:12]([N:15]2[CH2:20][CH2:19][N:18]([C:29](=[O:30])[CH2:28][O:27][C:26]3[CH:32]=[CH:33][C:23]([Cl:22])=[CH:24][CH:25]=3)[CH2:17][CH2:16]2)[C:13]2[N:14]=[C:6]([CH2:1][CH2:2][CH2:3][CH2:4][CH3:5])[S:7][C:8]=2[N:9]=1, predict the reactants needed to synthesize it. The reactants are: [CH2:1]([C:6]1[S:7][C:8]2[N:9]=[C:10]([NH2:21])[N:11]=[C:12]([N:15]3[CH2:20][CH2:19][NH:18][CH2:17][CH2:16]3)[C:13]=2[N:14]=1)[CH2:2][CH2:3][CH2:4][CH3:5].[Cl:22][C:23]1[CH:33]=[CH:32][C:26]([O:27][CH2:28][C:29](O)=[O:30])=[CH:25][CH:24]=1. (4) Given the product [CH:2]1([N:23]2[CH:22]=[C:21]([C:19]3[CH:18]=[C:17]([NH:26][C:27]4[N:32]=[C:31]([C:33]([F:36])([F:35])[F:34])[CH:30]=[CH:29][N:28]=4)[CH:16]=[C:15]([CH3:14])[CH:20]=3)[CH:25]=[N:24]2)[CH2:7][CH2:6][CH2:5][CH:4]=[CH:3]1, predict the reactants needed to synthesize it. The reactants are: Br[CH:2]1[CH2:7][CH2:6][CH2:5][CH:4]=[CH:3]1.C(=O)([O-])[O-].[Cs+].[Cs+].[CH3:14][C:15]1[CH:16]=[C:17]([NH:26][C:27]2[N:32]=[C:31]([C:33]([F:36])([F:35])[F:34])[CH:30]=[CH:29][N:28]=2)[CH:18]=[C:19]([C:21]2[CH:22]=[N:23][NH:24][CH:25]=2)[CH:20]=1. (5) The reactants are: [CH:1]1([C:4]2[C:5](OS(C(F)(F)F)(=O)=O)=[CH:6][C:7]([O:14][CH2:15][CH3:16])=[C:8]([CH:13]=2)[C:9]([O:11]C)=O)[CH2:3][CH2:2]1.[F:25][C:26]1[CH:27]=[C:28](B(O)O)[CH:29]=[CH:30][CH:31]=1.C1(P(C2CCCCC2)C2C=CC=CC=2C2C(OC)=CC=CC=2OC)CCCCC1.C(=O)([O-])[O-].[Na+].[Na+]. Given the product [CH:1]1([C:4]2[CH:13]=[C:8]([CH2:9][OH:11])[C:7]([O:14][CH2:15][CH3:16])=[CH:6][C:5]=2[C:30]2[CH:29]=[CH:28][CH:27]=[C:26]([F:25])[CH:31]=2)[CH2:2][CH2:3]1, predict the reactants needed to synthesize it. (6) Given the product [OH:22][C:21]1[CH:20]=[C:19]([CH3:23])[N:18]([CH3:24])[C:17](=[O:25])[C:16]=1[C:13](=[O:15])[CH:14]=[CH:8][C:7]1[CH:10]=[CH:11][CH:12]=[C:5]([CH2:4][CH2:3][C:1]#[N:2])[CH:6]=1, predict the reactants needed to synthesize it. The reactants are: [C:1]([CH2:3][CH2:4][C:5]1[CH:6]=[C:7]([CH:10]=[CH:11][CH:12]=1)[CH:8]=O)#[N:2].[C:13]([C:16]1[C:17](=[O:25])[N:18]([CH3:24])[C:19]([CH3:23])=[CH:20][C:21]=1[OH:22])(=[O:15])[CH3:14]. (7) Given the product [NH2:7][C:8]1[CH2:9][O:10][CH2:11][C@:12]([C:17]2[CH:22]=[C:21]([NH:23][C:24]([C:26]3[C:31]([CH3:32])=[CH:30][C:29]([C:33]#[N:34])=[CH:28][N:27]=3)=[O:25])[CH:20]=[CH:19][C:18]=2[F:35])([CH:14]([F:16])[F:15])[N:13]=1, predict the reactants needed to synthesize it. The reactants are: C(OC(=O)[NH:7][C:8]1[CH2:9][O:10][CH2:11][C@:12]([C:17]2[CH:22]=[C:21]([NH:23][C:24]([C:26]3[C:31]([CH3:32])=[CH:30][C:29]([C:33]#[N:34])=[CH:28][N:27]=3)=[O:25])[CH:20]=[CH:19][C:18]=2[F:35])([CH:14]([F:16])[F:15])[N:13]=1)(C)(C)C.C(O)(C(F)(F)F)=O. (8) Given the product [CH3:1][N:2]1[C:6]([C:7]([NH2:17])=[O:8])=[C:5]([N+:10]([O-:12])=[O:11])[C:4]([CH2:13][CH2:14][CH3:15])=[N:3]1, predict the reactants needed to synthesize it. The reactants are: [CH3:1][N:2]1[C:6]([C:7](O)=[O:8])=[C:5]([N+:10]([O-:12])=[O:11])[C:4]([CH2:13][CH2:14][CH3:15])=[N:3]1.C[N:17](C)C=O.S(Cl)(Cl)=O. (9) The reactants are: C(N(CC)C(C)C)(C)C.Br[C:11]1[N:19]2[C:14]([C:15]([NH:20][C@@H:21]3[C:29]4[C:24](=[CH:25][CH:26]=[CH:27][CH:28]=4)[CH2:23][CH2:22]3)=[N:16][CH:17]=[N:18]2)=[CH:13][CH:12]=1.[Si:30]([O:47][C@H:48]1[CH:52]=[CH:51][O:50][C@@H:49]1[CH2:53][OH:54])([C:43]([CH3:46])([CH3:45])[CH3:44])([C:37]1[CH:42]=[CH:41][CH:40]=[CH:39][CH:38]=1)[C:31]1[CH:36]=[CH:35][CH:34]=[CH:33][CH:32]=1. Given the product [Si:30]([O:47][C:48]1[C@@H:49]([CH2:53][OH:54])[O:50][C@@H:51]([C:11]2[N:19]3[C:14]([C:15]([NH:20][C@@H:21]4[C:29]5[C:24](=[CH:25][CH:26]=[CH:27][CH:28]=5)[CH2:23][CH2:22]4)=[N:16][CH:17]=[N:18]3)=[CH:13][CH:12]=2)[CH:52]=1)([C:43]([CH3:46])([CH3:45])[CH3:44])([C:37]1[CH:42]=[CH:41][CH:40]=[CH:39][CH:38]=1)[C:31]1[CH:36]=[CH:35][CH:34]=[CH:33][CH:32]=1, predict the reactants needed to synthesize it.